From a dataset of Catalyst prediction with 721,799 reactions and 888 catalyst types from USPTO. Predict which catalyst facilitates the given reaction. Reactant: [CH2:1]([O:8][N:9]1[C:14]2[N:15]=[CH:16][N:17]=[CH:18][C:13]=2[C:12]([NH:19][CH2:20][C:21]2[CH:26]=[CH:25][CH:24]=[CH:23][N:22]=2)=[C:11](C(OCC)=O)[C:10]1=[O:32])[C:2]1[CH:7]=[CH:6][CH:5]=[CH:4][CH:3]=1.[OH-].[Na+]. Product: [CH2:1]([O:8][N:9]1[C:14]2[N:15]=[CH:16][N:17]=[CH:18][C:13]=2[C:12]([NH:19][CH2:20][C:21]2[CH:26]=[CH:25][CH:24]=[CH:23][N:22]=2)=[CH:11][C:10]1=[O:32])[C:2]1[CH:7]=[CH:6][CH:5]=[CH:4][CH:3]=1. The catalyst class is: 5.